Dataset: Full USPTO retrosynthesis dataset with 1.9M reactions from patents (1976-2016). Task: Predict the reactants needed to synthesize the given product. (1) Given the product [ClH:30].[F:27][C:25]([F:26])([F:28])[C:24]([NH:23][C:20]1[CH:19]=[CH:18][C:17]([S:14]([N:11]2[CH2:10][CH2:9][NH:8][CH2:13][CH2:12]2)(=[O:16])=[O:15])=[CH:22][CH:21]=1)=[O:29], predict the reactants needed to synthesize it. The reactants are: C(OC([N:8]1[CH2:13][CH2:12][N:11]([S:14]([C:17]2[CH:22]=[CH:21][C:20]([NH:23][C:24](=[O:29])[C:25]([F:28])([F:27])[F:26])=[CH:19][CH:18]=2)(=[O:16])=[O:15])[CH2:10][CH2:9]1)=O)(C)(C)C.[ClH:30]. (2) Given the product [NH2:32][C:29]1[N:28]=[CH:27][C:26]([C:25]#[C:24][C:23]2[C:18]([C:10]3[CH:11]=[C:12]([C:14]([F:17])([F:16])[F:15])[CH:13]=[C:8]([NH2:7])[CH:9]=3)=[N:19][C:20]([NH2:34])=[N:21][C:22]=2[CH3:33])=[CH:31][CH:30]=1, predict the reactants needed to synthesize it. The reactants are: C(OC(=O)[NH:7][C:8]1[CH:13]=[C:12]([C:14]([F:17])([F:16])[F:15])[CH:11]=[C:10]([C:18]2[C:23]([C:24]#[C:25][C:26]3[CH:27]=[N:28][C:29]([NH2:32])=[CH:30][CH:31]=3)=[C:22]([CH3:33])[N:21]=[C:20]([NH2:34])[N:19]=2)[CH:9]=1)(C)(C)C.Cl. (3) Given the product [F:17][C:11]1[CH:12]=[CH:13][C:14]([F:16])=[CH:15][C:10]=1[C:9]1[CH:5]([CH2:4][NH2:1])[NH:6][CH:7]([C:18]2[CH:19]=[CH:20][CH:21]=[CH:22][CH:23]=2)[CH:8]=1, predict the reactants needed to synthesize it. The reactants are: [N:1]([CH2:4][CH:5]1[C:9]([C:10]2[CH:15]=[C:14]([F:16])[CH:13]=[CH:12][C:11]=2[F:17])=[CH:8][CH:7]([C:18]2[CH:23]=[CH:22][CH:21]=[CH:20][CH:19]=2)[N:6]1C(OC(C)(C)C)=O)=[N+]=[N-].C1(P(C2C=CC=CC=2)C2C=CC=CC=2)C=CC=CC=1. (4) Given the product [C:1]1([CH2:7][CH2:8][N:9]2[C:18](=[O:19])[C:17]3[N:16]([CH2:20][CH:21]=[C:22]([CH3:24])[CH3:23])[C:15]([N:25]4[CH2:30][CH2:29][CH2:28][CH:27]([NH:31][C:32]([O:34][C:35]([CH3:38])([CH3:37])[CH3:36])=[O:33])[CH2:26]4)=[N:14][C:13]=3[N:12](/[CH:46]=[CH:45]/[C:39]3[CH:44]=[CH:43][CH:42]=[CH:41][CH:40]=3)[C:10]2=[O:11])[CH:6]=[CH:5][CH:4]=[CH:3][CH:2]=1, predict the reactants needed to synthesize it. The reactants are: [C:1]1([CH2:7][CH2:8][N:9]2[C:18](=[O:19])[C:17]3[N:16]([CH2:20][CH:21]=[C:22]([CH3:24])[CH3:23])[C:15]([N:25]4[CH2:30][CH2:29][CH2:28][CH:27]([NH:31][C:32]([O:34][C:35]([CH3:38])([CH3:37])[CH3:36])=[O:33])[CH2:26]4)=[N:14][C:13]=3[NH:12][C:10]2=[O:11])[CH:6]=[CH:5][CH:4]=[CH:3][CH:2]=1.[C:39]1(/[CH:45]=[CH:46]/OB(O)O)[CH:44]=[CH:43][CH:42]=[CH:41][CH:40]=1.N1C=CC=CC=1. (5) Given the product [C:1]([O:5][C:6]([N:8]1[CH2:13][CH2:12][CH2:11][CH:10]([N:15]2[CH2:20][CH2:19][O:18][CH2:17][CH2:16]2)[CH2:9]1)=[O:7])([CH3:4])([CH3:3])[CH3:2], predict the reactants needed to synthesize it. The reactants are: [C:1]([O:5][C:6]([N:8]1[CH2:13][CH2:12][CH2:11][C:10](=O)[CH2:9]1)=[O:7])([CH3:4])([CH3:3])[CH3:2].[NH:15]1[CH2:20][CH2:19][O:18][CH2:17][CH2:16]1.C(O)(=O)C.C(Cl)Cl.C(O[BH-](OC(=O)C)OC(=O)C)(=O)C.[Na+].C(=O)(O)[O-].[Na+]. (6) The reactants are: [C:1]1([S:7][C:8]2[CH:9]=[C:10]([CH:14]3OCC[O:15]3)[CH:11]=[CH:12][CH:13]=2)[CH:6]=[CH:5][CH:4]=[CH:3][CH:2]=1.C(=O)(O)[O-].[Na+]. Given the product [C:1]1([S:7][C:8]2[CH:9]=[C:10]([CH:11]=[CH:12][CH:13]=2)[CH:14]=[O:15])[CH:6]=[CH:5][CH:4]=[CH:3][CH:2]=1, predict the reactants needed to synthesize it. (7) Given the product [Cl:8][C:7]1[CH:6]=[C:5]([N+:9]([O-:11])=[O:10])[C:4]([NH:31][C:28]2[CH:27]=[C:26]([O:25][CH:22]([CH3:24])[CH3:23])[NH:30][N:29]=2)=[N:3][C:2]=1[Cl:1], predict the reactants needed to synthesize it. The reactants are: [Cl:1][C:2]1[C:7]([Cl:8])=[CH:6][C:5]([N+:9]([O-:11])=[O:10])=[C:4](Cl)[N:3]=1.CCN(C(C)C)C(C)C.[CH:22]([O:25][C:26]1[NH:30][N:29]=[C:28]([NH2:31])[CH:27]=1)([CH3:24])[CH3:23]. (8) The reactants are: [Br:1][C:2]1[CH:3]=[C:4]2[C:10](C=O)=[CH:9][N:8]([S:13]([C:16]3[CH:21]=[CH:20][C:19]([CH3:22])=[CH:18][CH:17]=3)(=[O:15])=[O:14])[C:5]2=[N:6][CH:7]=1.ClC1C=CC=C(C(OO)=[O:31])C=1.S([O-])([O-])=O.[Na+].[Na+].C(=O)(O)[O-].[Na+]. Given the product [Br:1][C:2]1[CH:3]=[C:4]2[C:10](=[O:31])[CH2:9][N:8]([S:13]([C:16]3[CH:21]=[CH:20][C:19]([CH3:22])=[CH:18][CH:17]=3)(=[O:15])=[O:14])[C:5]2=[N:6][CH:7]=1, predict the reactants needed to synthesize it. (9) Given the product [NH2:1][C:2]1[N:7]=[C:6]([C:8]2[N:12]([CH2:13][O:14][CH2:15][CH2:16][Si:17]([CH3:18])([CH3:19])[CH3:20])[C:11]([C:21]3[CH:26]=[C:25]([Cl:27])[CH:24]=[CH:23][C:22]=3[CH3:28])=[C:10]([C:29]([OH:31])=[O:30])[CH:9]=2)[C:5]([C:34]#[CH:35])=[CH:4][N:3]=1, predict the reactants needed to synthesize it. The reactants are: [NH2:1][C:2]1[N:7]=[C:6]([C:8]2[N:12]([CH2:13][O:14][CH2:15][CH2:16][Si:17]([CH3:20])([CH3:19])[CH3:18])[C:11]([C:21]3[CH:26]=[C:25]([Cl:27])[CH:24]=[CH:23][C:22]=3[CH3:28])=[C:10]([C:29]([O:31]CC)=[O:30])[CH:9]=2)[C:5]([C:34]#[C:35][Si](C)(C)C)=[CH:4][N:3]=1.[OH-].[K+].CCO.